This data is from Forward reaction prediction with 1.9M reactions from USPTO patents (1976-2016). The task is: Predict the product of the given reaction. Given the reactants Br[C:2]1[CH:7]=[C:6]([C:8]([CH3:11])([CH3:10])[CH3:9])[CH:5]=[C:4]([C:12]([CH3:15])([CH3:14])[CH3:13])[CH:3]=1.CCCCCC.C([Li])CCC.[Cl:27][Si:28](Cl)([Cl:30])[Cl:29], predict the reaction product. The product is: [Cl:27][Si:28]([Cl:30])([Cl:29])[C:2]1[CH:7]=[C:6]([C:8]([CH3:11])([CH3:10])[CH3:9])[CH:5]=[C:4]([C:12]([CH3:15])([CH3:14])[CH3:13])[CH:3]=1.